This data is from Reaction yield outcomes from USPTO patents with 853,638 reactions. The task is: Predict the reaction yield, written as a fraction of the theoretical maximum amount of product (1.0 means a 100% yield; for example, 0.34 means a 34% yield). (1) The reactants are [F:1][C:2]1[CH:7]=[CH:6][C:5]([CH2:8][CH2:9][CH2:10][C:11]([OH:13])=O)=[CH:4][CH:3]=1.S(Cl)(Cl)=O.[Cl-].[Al+3].[Cl-].[Cl-]. The product is [F:1][C:2]1[CH:3]=[C:4]2[C:5]([CH2:8][CH2:9][CH2:10][C:11]2=[O:13])=[CH:6][CH:7]=1. The catalyst is C(Cl)Cl. The yield is 0.740. (2) The reactants are I[C:2]1[CH:7]=[CH:6][C:5]([I:8])=[CH:4][CH:3]=1.[CH:9]12[CH2:15][CH:12]([NH:13][CH2:14]1)[CH2:11][N:10]2[C:16]([O:18][C:19]([CH3:22])([CH3:21])[CH3:20])=[O:17].C1C=C2C=CC(O)=C(C3C4C(=CC=CC=4)C=CC=3O)C2=CC=1.P([O-])([O-])([O-])=O.[K+].[K+].[K+]. The catalyst is [Cu]I.CN(C)C=O. The product is [I:8][C:5]1[CH:6]=[CH:7][C:2]([N:13]2[CH2:14][CH:9]3[CH2:15][CH:12]2[CH2:11][N:10]3[C:16]([O:18][C:19]([CH3:22])([CH3:21])[CH3:20])=[O:17])=[CH:3][CH:4]=1. The yield is 0.330. (3) The catalyst is O1CCCC1. The product is [CH:1]1([C:4]2[CH:9]=[CH:8][C:7]([CH:22]([C:24]3[CH:29]=[CH:28][N:27]=[CH:26][C:25]=3[O:30][CH2:31][O:32][CH2:33][CH2:34][Si:35]([CH3:38])([CH3:37])[CH3:36])[OH:23])=[CH:6][CH:5]=2)[CH2:3][CH2:2]1. The reactants are [CH:1]1([C:4]2[CH:9]=[CH:8][C:7](Br)=[CH:6][CH:5]=2)[CH2:3][CH2:2]1.C([Li])CCC.CCCCCC.[CH:22]([C:24]1[CH:29]=[CH:28][N:27]=[CH:26][C:25]=1[O:30][CH2:31][O:32][CH2:33][CH2:34][Si:35]([CH3:38])([CH3:37])[CH3:36])=[O:23].[Cl-].[NH4+]. The yield is 0.530. (4) The yield is 0.960. The product is [CH2:1]([O:3][CH:4]([O:18][CH2:19][CH3:20])[CH2:5][N:6]1[C:14]2[CH2:13][CH2:12][CH2:11][CH2:10][C:9]=2[CH:8]=[C:7]1[C:15]([NH2:28])=[O:16])[CH3:2]. The catalyst is CN(C)C=O.CN(C1C=CN=CC=1)C.O. The reactants are [CH2:1]([O:3][CH:4]([O:18][CH2:19][CH3:20])[CH2:5][N:6]1[C:14]2[CH2:13][CH2:12][CH2:11][CH2:10][C:9]=2[CH:8]=[C:7]1[C:15](O)=[O:16])[CH3:2].F[P-](F)(F)(F)(F)F.[N:28]1(OC(N(C)C)=[N+](C)C)C2N=CC=CC=2N=N1.C(N(CC)CC)C.[OH-].[NH4+]. (5) The reactants are [N:1]([C:4]1[N:14]=[C:7]2[CH:8]=[CH:9][C:10]([O:12][CH3:13])=[CH:11][N:6]2[N:5]=1)=[C:2]=S.[CH2:15]([N:17]([CH2:20][CH3:21])[CH2:18][CH3:19])C.[CH:22]([N:25]=C=NC(C)C)(C)C.[C:31](=[O:34])(O)[O-].[Na+].[CH:36](Cl)(Cl)Cl. The catalyst is CN(C)C=O. The product is [CH3:13][O:12][C:10]1[CH:9]=[CH:8][C:7]2[N:6]([N:5]=[C:4]([NH:1][C:2]3[O:34][C@:31]4([CH2:22][N:25]=3)[CH:36]3[CH2:21][CH2:20][N:17]([CH2:18][CH2:19]3)[CH2:15]4)[N:14]=2)[CH:11]=1. The yield is 0.420. (6) The reactants are C(O)(C(F)(F)F)=O.[NH2:8][C:9]1[C:14]2[C:15](=[O:29])[N:16](CC3C=CC(OC)=CC=3)[CH2:17][CH2:18][O:19][C:13]=2[N:12]=[CH:11][N:10]=1.C1(OC)C=CC=CC=1. No catalyst specified. The product is [NH2:8][C:9]1[C:14]2[C:15](=[O:29])[NH:16][CH2:17][CH2:18][O:19][C:13]=2[N:12]=[CH:11][N:10]=1. The yield is 0.667. (7) The reactants are [Cl:1][C:2]1[C:3]([O:12][C:13]2[CH:18]=[C:17]([O:19][CH2:20][CH2:21][O:22][CH3:23])[CH:16]=[CH:15][C:14]=2[CH2:24][CH2:25][CH2:26][OH:27])=[N:4][CH:5]=[C:6]([C:8]([F:11])([F:10])[F:9])[CH:7]=1.[CH2:28]([NH2:32])[CH2:29][CH2:30][CH3:31].O.CN(C)[CH:36]=[O:37]. No catalyst specified. The product is [CH2:28]([NH:32][C:36](=[O:37])[O:27][CH2:26][CH2:25][CH2:24][C:14]1[CH:15]=[CH:16][C:17]([O:19][CH2:20][CH2:21][O:22][CH3:23])=[CH:18][C:13]=1[O:12][C:3]1[C:2]([Cl:1])=[CH:7][C:6]([C:8]([F:9])([F:11])[F:10])=[CH:5][N:4]=1)[CH2:29][CH2:30][CH3:31]. The yield is 0.800. (8) The reactants are [N+:1]([C:4]1[C:5]([C:14]([NH2:16])=[O:15])=[N:6][CH:7]=[C:8]([C:10]([F:13])([F:12])[F:11])[CH:9]=1)([O-])=O. The catalyst is [Pd]. The product is [NH2:1][C:4]1[C:5]([C:14]([NH2:16])=[O:15])=[N:6][CH:7]=[C:8]([C:10]([F:13])([F:11])[F:12])[CH:9]=1. The yield is 0.970. (9) The reactants are [Cl:1][C:2]1[CH:7]=[CH:6][C:5]([C@@H:8]2[CH2:12][CH2:11][CH2:10][C@@H:9]2[S:13][CH3:14])=[CH:4][N:3]=1.[N:15]#[C:16][NH2:17].C(O)(=O)C.C(O)(=O)C.IC1C=CC=CC=1.CO. The catalyst is C(Cl)Cl. The product is [Cl:1][C:2]1[N:3]=[CH:4][C:5]([C@H:8]2[CH2:12][CH2:11][CH2:10][C@H:9]2[S:13]([CH3:14])=[N:17][C:16]#[N:15])=[CH:6][CH:7]=1. The yield is 0.850.